This data is from Reaction yield outcomes from USPTO patents with 853,638 reactions. The task is: Predict the reaction yield, written as a fraction of the theoretical maximum amount of product (1.0 means a 100% yield; for example, 0.34 means a 34% yield). (1) The reactants are [F:1][C:2]1[C:3]([CH2:11]O)=[CH:4][C:5]2[O:9][CH2:8][O:7][C:6]=2[CH:10]=1.C([O-])(O)=O.[Na+].O=S(Cl)[Cl:20]. No catalyst specified. The product is [Cl:20][CH2:11][C:3]1[C:2]([F:1])=[CH:10][C:6]2[O:7][CH2:8][O:9][C:5]=2[CH:4]=1. The yield is 0.900. (2) The reactants are [CH2:1]([C@@H:5]1[NH:10][CH2:9][C@H:8]([C:11]2[CH:15]=[CH:14][S:13][CH:12]=2)[NH:7][C:6]1=[O:16])[CH:2]([CH3:4])[CH3:3].[F:17][C:18]1[CH:23]=[CH:22][C:21]([C@@H:24]2[CH2:26][C@H:25]2[C:27](O)=[O:28])=[CH:20][CH:19]=1.C([C@@H]1N(C(=O)/C=C/C2C=CC=CC=2)C[C@H](CC(C)C)NC1=O)C(C)C. No catalyst specified. The product is [F:17][C:18]1[CH:19]=[CH:20][C:21]([C@@H:24]2[CH2:26][C@H:25]2[C:27]([N:10]2[CH2:9][C@H:8]([C:11]3[CH:15]=[CH:14][S:13][CH:12]=3)[NH:7][C:6](=[O:16])[C@@H:5]2[CH2:1][CH:2]([CH3:4])[CH3:3])=[O:28])=[CH:22][CH:23]=1. The yield is 0.331. (3) The reactants are [CH3:1][O:2][C:3](=[O:11])[CH2:4][CH2:5][C@@H:6]([C:8]([OH:10])=[O:9])[NH2:7].C(N(CC)CC)C.[C:19](O[C:19]([O:21][C:22]([CH3:25])([CH3:24])[CH3:23])=[O:20])([O:21][C:22]([CH3:25])([CH3:24])[CH3:23])=[O:20]. The catalyst is CN(C=O)C. The product is [C:22]([O:21][C:19]([NH:7][C@@H:6]([CH2:5][CH2:4][C:3]([O:2][CH3:1])=[O:11])[C:8]([OH:10])=[O:9])=[O:20])([CH3:25])([CH3:24])[CH3:23]. The yield is 0.850. (4) The product is [C:22]([C:12]1[CH:11]=[CH:10][C:9]2[NH:8][C:7]3[CH:6]=[CH:5][C:4]4[C:3](=[O:17])[CH2:2][CH2:1][C:16]=4[C:15]=3[C:14]=2[CH:13]=1)(=[O:23])[CH3:24]. The reactants are [CH2:1]1[C:16]2[C:15]3[C:14]4[CH:13]=[CH:12][CH:11]=[CH:10][C:9]=4[NH:8][C:7]=3[CH:6]=[CH:5][C:4]=2[C:3](=[O:17])[CH2:2]1.[Al+3].[Cl-].[Cl-].[Cl-].[C:22](Cl)([CH3:24])=[O:23]. The yield is 0.563. The catalyst is C(Cl)Cl. (5) The catalyst is ClCCl. The product is [F:5][C:6]1[CH:7]=[C:8]([CH:11]=[CH:12][C:13]=1[OH:14])[C:9]#[N:10]. The reactants are B(Br)(Br)Br.[F:5][C:6]1[CH:7]=[C:8]([CH:11]=[CH:12][C:13]=1[O:14]C)[C:9]#[N:10]. The yield is 0.940. (6) The reactants are Cl[C:2]1[C:11]2[C:6](=[C:7]([O:13][CH3:14])[CH:8]=[C:9]([F:12])[CH:10]=2)[CH:5]=[CH:4][N:3]=1.[F-:15].[Cs+]. The catalyst is CS(C)=O.CCOC(C)=O. The product is [F:15][C:2]1[C:11]2[C:6](=[C:7]([O:13][CH3:14])[CH:8]=[C:9]([F:12])[CH:10]=2)[CH:5]=[CH:4][N:3]=1. The yield is 1.05. (7) The reactants are [Cl:1][C:2]1[CH:3]=[C:4]([O:9][C:10]2[C:22]([F:23])=[CH:21][C:13]([C:14]([O:16]C(C)(C)C)=[O:15])=[C:12]([F:24])[CH:11]=2)[CH:5]=[N:6][C:7]=1[F:8].FC(F)(F)C(O)=O. The catalyst is ClCCl. The product is [Cl:1][C:2]1[CH:3]=[C:4]([O:9][C:10]2[C:22]([F:23])=[CH:21][C:13]([C:14]([OH:16])=[O:15])=[C:12]([F:24])[CH:11]=2)[CH:5]=[N:6][C:7]=1[F:8]. The yield is 0.890. (8) The reactants are [CH:1](=O)[CH:2]([CH3:4])[CH3:3].[CH2:6]([SH:10])[CH2:7][CH2:8][SH:9].B(F)(F)F.CCOCC. The catalyst is ClCCl. The product is [CH:2]([CH:1]1[S:10][CH2:6][CH2:7][CH2:8][S:9]1)([CH3:4])[CH3:3]. The yield is 1.00. (9) The reactants are [NH2:1][CH2:2][C:3]1[CH:4]=[N:5][C:6]([CH2:9][S:10][C:11]([CH3:14])([CH3:13])[CH3:12])=[CH:7][CH:8]=1.[Cl:15][C:16]1[CH:32]=[CH:31][C:19]2[CH2:20][CH2:21][N:22]([C:25](=[O:30])[C:26]([F:29])([F:28])[F:27])[CH2:23][CH2:24][C:18]=2[C:17]=1OS(C(F)(F)F)(=O)=O.C1C=CC(P(C2C(C3C(P(C4C=CC=CC=4)C4C=CC=CC=4)=CC=C4C=3C=CC=C4)=C3C(C=CC=C3)=CC=2)C2C=CC=CC=2)=CC=1.C(=O)([O-])[O-].[Cs+].[Cs+]. The catalyst is C1C=CC(/C=C/C(/C=C/C2C=CC=CC=2)=O)=CC=1.C1C=CC(/C=C/C(/C=C/C2C=CC=CC=2)=O)=CC=1.C1C=CC(/C=C/C(/C=C/C2C=CC=CC=2)=O)=CC=1.[Pd].[Pd].C([O-])(=O)C.[Pd+2].C([O-])(=O)C.C1(C)C=CC=CC=1. The product is [C:11]([S:10][CH2:9][C:6]1[N:5]=[CH:4][C:3]([CH2:2][NH:1][C:17]2[C:18]3[CH2:24][CH2:23][N:22]([C:25](=[O:30])[C:26]([F:28])([F:27])[F:29])[CH2:21][CH2:20][C:19]=3[CH:31]=[CH:32][C:16]=2[Cl:15])=[CH:8][CH:7]=1)([CH3:14])([CH3:13])[CH3:12]. The yield is 0.710. (10) The reactants are Br[C:2]1[CH:11]=[C:10]2[C:5]([CH:6]=[C:7]([NH:12][C:13]([CH:15]3[CH2:17][CH2:16]3)=[O:14])[N:8]=[CH:9]2)=[CH:4][CH:3]=1.[Cl:18][C:19]1[CH:20]=[C:21]([OH:25])[CH:22]=[CH:23][CH:24]=1.CC(C)(C(=O)CC(=O)C(C)(C)C)C.C(=O)([O-])[O-].[Cs+].[Cs+]. The catalyst is CN1CCCC1=O.ClCCl.[Cu]Cl. The product is [Cl:18][C:19]1[CH:20]=[C:21]([CH:22]=[CH:23][CH:24]=1)[O:25][C:2]1[CH:11]=[C:10]2[C:5]([CH:6]=[C:7]([NH:12][C:13]([CH:15]3[CH2:17][CH2:16]3)=[O:14])[N:8]=[CH:9]2)=[CH:4][CH:3]=1. The yield is 0.130.